From a dataset of Peptide-MHC class II binding affinity with 134,281 pairs from IEDB. Regression. Given a peptide amino acid sequence and an MHC pseudo amino acid sequence, predict their binding affinity value. This is MHC class II binding data. (1) The binding affinity (normalized) is 0.231. The MHC is DRB1_0701 with pseudo-sequence DRB1_0701. The peptide sequence is WLDAKSTWYGKPTGA. (2) The peptide sequence is SQDTELSWNLNGLQAY. The MHC is DRB1_0802 with pseudo-sequence DRB1_0802. The binding affinity (normalized) is 0.224. (3) The peptide sequence is GIVEQCCTSICSLYQ. The MHC is DRB1_0405 with pseudo-sequence DRB1_0405. The binding affinity (normalized) is 0.0955. (4) The peptide sequence is ALSAEYAAVAQELSV. The MHC is HLA-DPA10201-DPB11401 with pseudo-sequence HLA-DPA10201-DPB11401. The binding affinity (normalized) is 0.234.